Dataset: Reaction yield outcomes from USPTO patents with 853,638 reactions. Task: Predict the reaction yield, written as a fraction of the theoretical maximum amount of product (1.0 means a 100% yield; for example, 0.34 means a 34% yield). (1) The reactants are [C:1]([NH:4][C@:5]1([C:29](=[O:35])[NH:30][C:31]([CH3:34])([CH3:33])[CH3:32])[C@@H:9]([CH2:10][CH2:11][CH2:12][B:13]2[O:17][C:16]([CH3:19])([CH3:18])[C:15]([CH3:21])([CH3:20])[O:14]2)[CH2:8][N:7](C(OC(C)(C)C)=O)[CH2:6]1)(=[O:3])[CH3:2].[ClH:36].O1CCOCC1. The catalyst is C1COCC1.C(OCC)C. The product is [ClH:36].[C:1]([NH:4][C@:5]1([C:29]([NH:30][C:31]([CH3:34])([CH3:33])[CH3:32])=[O:35])[C@@H:9]([CH2:10][CH2:11][CH2:12][B:13]2[O:17][C:16]([CH3:18])([CH3:19])[C:15]([CH3:20])([CH3:21])[O:14]2)[CH2:8][NH:7][CH2:6]1)(=[O:3])[CH3:2]. The yield is 0.970. (2) The reactants are C([O-])([O-])=O.[Na+].[Na+].[CH3:7][C:8]1[O:9][C:10]([CH3:20])=[C:11]([C:13](=O)[CH2:14][CH2:15][CH:16]([CH3:18])[CH3:17])[N:12]=1.[NH2:21][OH:22].Cl. The catalyst is O.CCO. The product is [CH3:7][C:8]1[O:9][C:10]([CH3:20])=[C:11]([C:13](=[N:21][OH:22])[CH2:14][CH2:15][CH:16]([CH3:18])[CH3:17])[N:12]=1. The yield is 0.813. (3) The reactants are C(OC(N1CCN(S(C2C=CC=C(Br)C=2)(=O)=O)CC1)=O)(C)(C)C.C(OC([N:31]1[CH2:36][CH2:35][N:34]([S:37]([C:40]2[CH:45]=[CH:44][CH:43]=[C:42]([N:46]3[C:50]4[N:51]=[C:52]([N:80]5[CH2:85][CH2:84][O:83][CH2:82][CH2:81]5)[N:53]=[C:54]([C:55]5[CH:56]=[N:57][C:58]([N:61](CC6C=CC(OC)=CC=6)CC6C=CC(OC)=CC=6)=[N:59][CH:60]=5)[C:49]=4[CH2:48][CH2:47]3)[CH:41]=2)(=[O:39])=[O:38])[CH2:33][CH2:32]1)=O)(C)(C)C. No catalyst specified. The product is [N:80]1([C:52]2[N:53]=[C:54]([C:55]3[CH:60]=[N:59][C:58]([NH2:61])=[N:57][CH:56]=3)[C:49]3[CH2:48][CH2:47][N:46]([C:42]4[CH:43]=[CH:44][CH:45]=[C:40]([S:37]([N:34]5[CH2:35][CH2:36][NH:31][CH2:32][CH2:33]5)(=[O:39])=[O:38])[CH:41]=4)[C:50]=3[N:51]=2)[CH2:85][CH2:84][O:83][CH2:82][CH2:81]1. The yield is 0.330. (4) The reactants are C([N:8]1[CH2:12][CH2:11][C@@H:10]([O:13][CH:14]([C:22]2[CH:27]=[CH:26][C:25]([Cl:28])=[CH:24][CH:23]=2)[C:15]2[CH:20]=[CH:19][C:18]([Cl:21])=[CH:17][CH:16]=2)[CH2:9]1)C1C=CC=CC=1.ClC(OC(Cl)C)=O. The catalyst is ClCCCl. The product is [Cl:21][C:18]1[CH:19]=[CH:20][C:15]([CH:14]([O:13][C@@H:10]2[CH2:11][CH2:12][NH:8][CH2:9]2)[C:22]2[CH:23]=[CH:24][C:25]([Cl:28])=[CH:26][CH:27]=2)=[CH:16][CH:17]=1. The yield is 0.460.